This data is from Forward reaction prediction with 1.9M reactions from USPTO patents (1976-2016). The task is: Predict the product of the given reaction. (1) Given the reactants [F:1][C:2]([F:7])([F:6])[C:3]([OH:5])=[O:4].FC(F)(F)C(O)=O.[Cl:15][C:16]1[CH:17]=[N:18][C:19]2[NH:20][C:21]3[CH:22]=[CH:23][CH:24]=[C:25]([CH:38]=3)[CH2:26][CH2:27][C:28]3[CH:36]=[C:32]([NH:33][C:34]=1[N:35]=2)[CH:31]=[C:30]([NH2:37])[CH:29]=3.[S:39]1[CH:43]=[CH:42][N:41]=[C:40]1[C:44](Cl)=[O:45], predict the reaction product. The product is: [F:1][C:2]([F:7])([F:6])[C:3]([OH:5])=[O:4].[Cl:15][C:16]1[CH:17]=[N:18][C:19]2[NH:20][C:21]3[CH:22]=[CH:23][CH:24]=[C:25]([CH:38]=3)[CH2:26][CH2:27][C:28]3[CH:36]=[C:32]([NH:33][C:34]=1[N:35]=2)[CH:31]=[C:30]([NH:37][C:44]([C:40]1[S:39][CH:43]=[CH:42][N:41]=1)=[O:45])[CH:29]=3. (2) Given the reactants [Br:1][C:2]1[CH:3]2[CH2:11][CH:6]([C:7](Br)(Br)[CH:8]=1)[CH2:5][CH2:4]2.C(#N)C.S(=O)(=O)(O)[OH:16].[OH-].[Na+], predict the reaction product. The product is: [Br:1][C:2]1[CH:3]2[CH2:11][CH:6]([CH2:5][CH2:4]2)[C:7](=[O:16])[CH:8]=1. (3) Given the reactants BrC1N2C=C(C3CC3)C=CC2=NN=1.[CH:14]12[CH2:23][CH:18]3[CH2:19][CH:20]([CH2:22][CH:16]([CH2:17]3)[CH:15]1[O:24][C:25]1[C:30]([CH:31]3[CH2:33][CH2:32]3)=[CH:29][N:28]3[C:34](Br)=[N:35][N:36]=[C:27]3[CH:26]=1)[CH2:21]2.CS(N)(=O)=O.[CH:43]1([S:46]([NH2:49])(=[O:48])=[O:47])[CH2:45][CH2:44]1, predict the reaction product. The product is: [CH:14]12[CH2:23][CH:18]3[CH2:19][CH:20]([CH2:22][CH:16]([CH2:17]3)[CH:15]1[O:24][C:25]1[C:30]([CH:31]3[CH2:33][CH2:32]3)=[CH:29][N:28]3[C:34]([NH:49][S:46]([CH:43]4[CH2:45][CH2:44]4)(=[O:48])=[O:47])=[N:35][N:36]=[C:27]3[CH:26]=1)[CH2:21]2. (4) Given the reactants [F:1][C:2]1[CH:3]=[C:4]([NH:8][C:9](NC2C=C3C(=CC=2)N(CCC)NC3=O)=[O:10])[CH:5]=[CH:6][CH:7]=1.C(N1C2C(=CC([N+]([O-])=O)=CC=2)C(=O)N1)C=C, predict the reaction product. The product is: [F:1][C:2]1[CH:3]=[C:4]([N:8]=[C:9]=[O:10])[CH:5]=[CH:6][CH:7]=1. (5) Given the reactants [CH2:1]([C:8]1[C:9]([Cl:23])=[N:10][C:11](S(C)(=O)=O)=[N:12][C:13]=1N1CCCC1)[C:2]1[CH:7]=[CH:6][CH:5]=[CH:4][CH:3]=1.C(=O)([O-])[O-].[K+].[K+].[NH:30]1[CH:34]=[CH:33][CH:32]=[N:31]1.O, predict the reaction product. The product is: [CH2:1]([C:8]1[C:9]([Cl:23])=[N:10][C:11]([N:30]2[CH:34]=[CH:33][CH:32]=[N:31]2)=[N:12][CH:13]=1)[C:2]1[CH:3]=[CH:4][CH:5]=[CH:6][CH:7]=1. (6) Given the reactants [N:1]([CH2:4][C:5]1[N:6]=[C:7]([C:11]2[CH:16]=[CH:15][CH:14]=[CH:13][CH:12]=2)[NH:8][C:9]=1[CH3:10])=[N+]=[N-], predict the reaction product. The product is: [CH3:10][C:9]1[NH:8][C:7]([C:11]2[CH:16]=[CH:15][CH:14]=[CH:13][CH:12]=2)=[N:6][C:5]=1[CH2:4][NH2:1]. (7) Given the reactants [Br:1][C:2]1[CH:9]=[CH:8][C:5]([CH:6]=O)=[CH:4][CH:3]=1.[CH3:10][O:11][CH:12]([O:15][CH3:16])[CH2:13][NH2:14].CC(O)=O.[BH4-].[Na+], predict the reaction product. The product is: [Br:1][C:2]1[CH:9]=[CH:8][C:5]([CH2:6][NH:14][CH2:13][CH:12]([O:15][CH3:16])[O:11][CH3:10])=[CH:4][CH:3]=1. (8) Given the reactants [CH3:1][O:2][C:3](=[O:12])[C:4]1[CH:9]=[C:8]([Cl:10])[C:7](Cl)=[N:6][CH:5]=1.[CH3:13][C@@H:14]1[CH2:19][NH:18][CH2:17][CH2:16][NH:15]1, predict the reaction product. The product is: [CH3:1][O:2][C:3](=[O:12])[C:4]1[CH:9]=[C:8]([Cl:10])[C:7]([N:18]2[CH2:17][CH2:16][NH:15][C@H:14]([CH3:13])[CH2:19]2)=[N:6][CH:5]=1.